From a dataset of Forward reaction prediction with 1.9M reactions from USPTO patents (1976-2016). Predict the product of the given reaction. (1) Given the reactants [CH3:1][CH:2]([O:4][C:5](=[O:22])[NH:6][C@H:7]1[C:16]2[C:11](=[CH:12][CH:13]=[C:14](Br)[CH:15]=2)[N:10]([C:18](=[O:20])[CH3:19])[C@@H:9]([CH3:21])[CH2:8]1)[CH3:3].[CH:23]([C:25]1[CH:30]=[CH:29][C:28](B(O)O)=[CH:27][CH:26]=1)=[O:24].C([O-])([O-])=O.[K+].[K+], predict the reaction product. The product is: [CH3:1][CH:2]([O:4][C:5](=[O:22])[NH:6][C@H:7]1[C:16]2[C:11](=[CH:12][CH:13]=[C:14]([C:28]3[CH:29]=[CH:30][C:25]([CH:23]=[O:24])=[CH:26][CH:27]=3)[CH:15]=2)[N:10]([C:18](=[O:20])[CH3:19])[C@@H:9]([CH3:21])[CH2:8]1)[CH3:3]. (2) Given the reactants [Br:1][C:2]1[CH:15]=[CH:14][C:13]2[C:12]([C:17]3[CH:22]=[CH:21][CH:20]=[CH:19][CH:18]=3)(O)[C:11]3[CH:10]=[C:9]4[C:23]5[C:28]([C:29]([CH3:31])([CH3:30])[C:8]4=[CH:7][C:6]=3[C:5]([C:33]3[CH:38]=[CH:37][CH:36]=[CH:35][CH:34]=3)(O)[C:4]=2[CH:3]=1)=[CH:27][CH:26]=[CH:25][CH:24]=5.[I-].[K+].[PH2]([O-])=O.[Na+], predict the reaction product. The product is: [Br:1][C:2]1[CH:15]=[CH:14][C:13]2[C:4](=[C:5]([C:33]3[CH:34]=[CH:35][CH:36]=[CH:37][CH:38]=3)[C:6]3[CH:7]=[C:8]4[C:29]([CH3:30])([CH3:31])[C:28]5[C:23](=[CH:24][CH:25]=[CH:26][CH:27]=5)[C:9]4=[CH:10][C:11]=3[C:12]=2[C:17]2[CH:18]=[CH:19][CH:20]=[CH:21][CH:22]=2)[CH:3]=1.